Dataset: Forward reaction prediction with 1.9M reactions from USPTO patents (1976-2016). Task: Predict the product of the given reaction. (1) Given the reactants [H-].[H-].[H-].[H-].[Li+].[Al+3].[CH2:7]([O:9][C:10]1[CH:15]=[CH:14][CH:13]=[C:12]([CH2:16][CH2:17][N+:18]([O-])=O)[CH:11]=1)[CH3:8], predict the reaction product. The product is: [CH2:7]([O:9][C:10]1[CH:11]=[C:12]([CH2:16][CH2:17][NH2:18])[CH:13]=[CH:14][CH:15]=1)[CH3:8]. (2) Given the reactants [NH2:1][C:2]1[N:7]=[C:6]([NH2:8])[C:5]([C:9]2[CH:14]=[CH:13][C:12]([N+:15]([O-])=O)=[CH:11][CH:10]=2)=[C:4]([CH2:18][O:19][CH2:20][CH:21]2[CH2:24][CH2:23][CH2:22]2)[N:3]=1.[H][H], predict the reaction product. The product is: [NH2:1][C:2]1[N:7]=[C:6]([NH2:8])[C:5]([C:9]2[CH:10]=[CH:11][C:12]([NH2:15])=[CH:13][CH:14]=2)=[C:4]([CH2:18][O:19][CH2:20][CH:21]2[CH2:24][CH2:23][CH2:22]2)[N:3]=1. (3) Given the reactants [Cl:1][C:2]1[CH:7]=[CH:6][C:5]([CH2:8][C:9]2[C:18]3[C:13](=[CH:14][CH:15]=[CH:16][CH:17]=3)[C:12](=[O:19])[N:11]([CH:20]3[CH2:26][CH2:25][CH2:24][NH:23][CH2:22][CH2:21]3)[N:10]=2)=[CH:4][CH:3]=1.CC1C=CC(S(O[CH2:38][CH2:39][NH:40][C:41]([O:43][C:44]([CH3:47])([CH3:46])[CH3:45])=[O:42])(=O)=O)=CC=1.[I-].[Na+].CCN(C(C)C)C(C)C, predict the reaction product. The product is: [Cl:1][C:2]1[CH:7]=[CH:6][C:5]([CH2:8][C:9]2[C:18]3[C:13](=[CH:14][CH:15]=[CH:16][CH:17]=3)[C:12](=[O:19])[N:11]([CH:20]3[CH2:26][CH2:25][CH2:24][N:23]([CH2:38][CH2:39][NH:40][C:41](=[O:42])[O:43][C:44]([CH3:47])([CH3:46])[CH3:45])[CH2:22][CH2:21]3)[N:10]=2)=[CH:4][CH:3]=1. (4) The product is: [C:56]([N:59]1[CH2:64][CH2:11][N:15]([C:8](=[O:46])[C@@H:9]2[CH2:20][CH2:25][C@@H:24]([CH2:23][CH3:22])[NH:10]2)[CH2:14][C@H:13]1[CH3:16])(=[O:58])[CH3:57]. Given the reactants ClC1C=CC([C@H:8]2[N:15]3[C:11](S[C:13]([C:16](O)=O)=[CH:14]3)=[N:10][C@:9]2([C:20]2[CH:25]=[CH:24][C:23](Cl)=[CH:22]C=2)C)=CC=1.ClC1C=CC([C@H]2N3C(SC(C(O)=[O:46])=C3C(C)C)=N[C@]2(C2C=CC(Cl)=CC=2)C)=CC=1.[C:56]([N:59]1[CH2:64]CNC[C@H]1C)(=[O:58])[CH3:57], predict the reaction product. (5) Given the reactants [ClH:1].C(OCC)C.[CH2:7]([NH:10][C:11]1[N:16]=[C:15]([NH:17][CH2:18][CH2:19][CH3:20])[N:14]=[C:13]([NH:21][O:22][CH3:23])[N:12]=1)[CH2:8][CH3:9], predict the reaction product. The product is: [ClH:1].[CH2:7]([NH:10][C:11]1[N:16]=[C:15]([NH:17][CH2:18][CH2:19][CH3:20])[N:14]=[C:13]([NH:21][O:22][CH3:23])[N:12]=1)[CH2:8][CH3:9]. (6) Given the reactants [Cl:1][C:2]1[CH:3]=[C:4]([CH:9]([C:22]([F:25])([F:24])[F:23])/[CH:10]=[CH:11]/[C:12]2[CH:20]=[CH:19][C:15]([C:16]([OH:18])=O)=[C:14]([CH3:21])[CH:13]=2)[CH:5]=[C:6]([Cl:8])[CH:7]=1.[F:26][C:27]([F:31])([F:30])[CH2:28][NH2:29].O.ON1C2C=CC=CC=2N=N1.Cl.CN(C)CCCN=C=NCC.C(N(CC)C(C)C)(C)C, predict the reaction product. The product is: [Cl:8][C:6]1[CH:5]=[C:4]([CH:9]([C:22]([F:25])([F:24])[F:23])/[CH:10]=[CH:11]/[C:12]2[CH:20]=[CH:19][C:15]([C:16]([NH:29][CH2:28][C:27]([F:31])([F:30])[F:26])=[O:18])=[C:14]([CH3:21])[CH:13]=2)[CH:3]=[C:2]([Cl:1])[CH:7]=1.